From a dataset of Reaction yield outcomes from USPTO patents with 853,638 reactions. Predict the reaction yield, written as a fraction of the theoretical maximum amount of product (1.0 means a 100% yield; for example, 0.34 means a 34% yield). (1) The reactants are Cl.[Cl:2][C:3]1[CH:4]=[C:5]([C@H:10]2[CH2:15][CH2:14][NH:13][CH2:12][C@H:11]2[C:16]2[CH:21]=[CH:20][CH:19]=[CH:18][CH:17]=2)[CH:6]=[CH:7][C:8]=1[Cl:9].C(N(CC)CC)C.[F:29][C:30]([F:45])([F:44])[C:31]1[CH:32]=[C:33]([CH:37]=[C:38]([C:40]([F:43])([F:42])[F:41])[CH:39]=1)[C:34](Cl)=[O:35]. The catalyst is ClCCl.O. The product is [F:29][C:30]([F:44])([F:45])[C:31]1[CH:32]=[C:33]([C:34]([N:13]2[CH2:14][CH2:15][C@H:10]([C:5]3[CH:6]=[CH:7][C:8]([Cl:9])=[C:3]([Cl:2])[CH:4]=3)[C@H:11]([C:16]3[CH:21]=[CH:20][CH:19]=[CH:18][CH:17]=3)[CH2:12]2)=[O:35])[CH:37]=[C:38]([C:40]([F:41])([F:42])[F:43])[CH:39]=1. The yield is 0.840. (2) The reactants are [Cl:1][C:2]1[C:7]([C:8]2[C:9](=[O:27])[N:10]([CH2:25][CH3:26])[C:11]3[C:16]([CH:17]=2)=[CH:15][N:14]=[C:13]([NH:18][CH2:19][CH2:20][CH2:21][N:22]([CH3:24])[CH3:23])[CH:12]=3)=[CH:6][C:5]([NH:28][C:29]([NH:31][C:32]2[CH:37]=[CH:36][CH:35]=[CH:34][CH:33]=2)=[O:30])=[C:4]([F:38])[CH:3]=1.[ClH:39]. The catalyst is CO.CCOC(C)=O. The product is [ClH:1].[ClH:39].[Cl:1][C:2]1[C:7]([C:8]2[C:9](=[O:27])[N:10]([CH2:25][CH3:26])[C:11]3[C:16]([CH:17]=2)=[CH:15][N:14]=[C:13]([NH:18][CH2:19][CH2:20][CH2:21][N:22]([CH3:23])[CH3:24])[CH:12]=3)=[CH:6][C:5]([NH:28][C:29]([NH:31][C:32]2[CH:33]=[CH:34][CH:35]=[CH:36][CH:37]=2)=[O:30])=[C:4]([F:38])[CH:3]=1. The yield is 0.800. (3) The reactants are [Cl:1][C:2]1[C:3]([C:16]#[C:17][Si:18]([CH3:21])([CH3:20])[CH3:19])=[C:4]([N+:13]([O-:15])=[O:14])[C:5]([OH:12])=[C:6]([CH:11]=1)[C:7]([O:9][CH3:10])=[O:8].C(N(CC)CC)C.[F:29][C:30]([F:43])([F:42])[S:31](O[S:31]([C:30]([F:43])([F:42])[F:29])(=[O:33])=[O:32])(=[O:33])=[O:32]. The catalyst is ClCCl. The product is [Cl:1][C:2]1[C:3]([C:16]#[C:17][Si:18]([CH3:19])([CH3:21])[CH3:20])=[C:4]([N+:13]([O-:15])=[O:14])[C:5]([O:12][S:31]([C:30]([F:43])([F:42])[F:29])(=[O:33])=[O:32])=[C:6]([CH:11]=1)[C:7]([O:9][CH3:10])=[O:8]. The yield is 0.850. (4) The reactants are C(O)(=O)C.[N+:5](/[CH:8]=[CH:9]/[C:10]1[CH:22]=[CH:21][C:13]([O:14][CH2:15][C:16]2[CH:20]=[CH:19][S:18][CH:17]=2)=[CH:12][CH:11]=1)([O-:7])=[O:6].[BH4-].[Na+]. The catalyst is CS(C)=O. The product is [N+:5]([CH2:8][CH2:9][C:10]1[CH:22]=[CH:21][C:13]([O:14][CH2:15][C:16]2[CH:20]=[CH:19][S:18][CH:17]=2)=[CH:12][CH:11]=1)([O-:7])=[O:6]. The yield is 0.470. (5) The reactants are [N+:1]([C:4]1[CH:9]=[CH:8][CH:7]=[CH:6][C:5]=1[C:10]1[CH:15]=[C:14]([F:16])[CH:13]=[CH:12][C:11]=1[O:17][CH3:18])([O-])=O.P(OCC)(OCC)OCC. No catalyst specified. The product is [F:16][C:14]1[C:15]2[NH:1][C:4]3[C:5](=[CH:6][CH:7]=[CH:8][CH:9]=3)[C:10]=2[C:11]([O:17][CH3:18])=[CH:12][CH:13]=1. The yield is 0.570. (6) The reactants are [Cl:1][C:2]1[CH:3]=[CH:4][C:5]([CH3:11])=[C:6]([CH:10]=1)[C:7](Cl)=O.[CH2:12]([NH:15][C:16](=[O:22])[O:17][C:18]([CH3:21])([CH3:20])[CH3:19])[C:13]#[CH:14].[I-:23].[Na+].O.C1(C)C=CC(S(O)(=O)=O)=CC=1. The catalyst is [Cl-].[Na+].O.Cl[Pd](Cl)([P](C1C=CC=CC=1)(C1C=CC=CC=1)C1C=CC=CC=1)[P](C1C=CC=CC=1)(C1C=CC=CC=1)C1C=CC=CC=1.[Cu]I.C(O)(C)(C)C.C1COCC1. The product is [Cl:1][C:2]1[CH:3]=[CH:4][C:5]([CH3:11])=[C:6]([C:7]2[N:15]([C:16]([O:17][C:18]([CH3:19])([CH3:21])[CH3:20])=[O:22])[CH:12]=[C:13]([I:23])[CH:14]=2)[CH:10]=1. The yield is 0.500. (7) The reactants are [Br:1][C:2]1[C:7]([OH:8])=[CH:6][CH:5]=[CH:4][N:3]=1.[O:9](S(C(F)(F)F)(=O)=O)[S:10]([C:13]([F:16])([F:15])[F:14])(=O)=[O:11]. The catalyst is N1C=CC=CC=1. The product is [Br:1][C:2]1[C:7]([O:8][S:10]([C:13]([F:16])([F:15])[F:14])(=[O:11])=[O:9])=[CH:6][CH:5]=[CH:4][N:3]=1. The yield is 0.940. (8) The reactants are [C:1]1([CH3:19])[CH:6]=[CH:5][CH:4]=[C:3]([N:7]2[C:11]3=[N:12][CH:13]=[CH:14][CH:15]=[C:10]3[N:9]=[C:8]2[C@@H:16]([NH2:18])[CH3:17])[CH:2]=1.Cl[C:21]1[N:29]=[CH:28][N:27]=[C:26]2[C:22]=1[N:23]=[CH:24][N:25]2C1CCCCO1.CCN(C(C)C)C(C)C. The catalyst is C(O)CCC. The product is [N:29]1[C:21]([NH:18][C@H:16]([C:8]2[N:7]([C:3]3[CH:2]=[C:1]([CH3:19])[CH:6]=[CH:5][CH:4]=3)[C:11]3=[N:12][CH:13]=[CH:14][CH:15]=[C:10]3[N:9]=2)[CH3:17])=[C:22]2[C:26]([NH:25][CH:24]=[N:23]2)=[N:27][CH:28]=1. The yield is 0.310. (9) The product is [ClH:26].[F:1][C:2]1[CH:7]=[CH:6][C:5]([N:8]2[C:12]([CH2:13][NH2:14])=[CH:11][C:10]([C:22]([F:24])([F:23])[F:25])=[N:9]2)=[CH:4][CH:3]=1. The catalyst is O1CCOCC1. The yield is 0.460. The reactants are [F:1][C:2]1[CH:7]=[CH:6][C:5]([N:8]2[C:12]([CH2:13][NH:14]C(=O)OC(C)(C)C)=[CH:11][C:10]([C:22]([F:25])([F:24])[F:23])=[N:9]2)=[CH:4][CH:3]=1.[ClH:26]. (10) The reactants are Cl.[C:2]1([C:8]2[N:13]=[N:12][C:11]([CH2:14][NH2:15])=[CH:10][CH:9]=2)[CH:7]=[CH:6][CH:5]=[CH:4][CH:3]=1.C(N(CC)CC)C.[N:23]1[CH:28]=[CH:27][CH:26]=[C:25]([S:29](Cl)(=[O:31])=[O:30])[CH:24]=1. The catalyst is C(Cl)Cl. The product is [C:2]1([C:8]2[N:13]=[N:12][C:11]([CH2:14][NH:15][S:29]([C:25]3[CH:24]=[N:23][CH:28]=[CH:27][CH:26]=3)(=[O:31])=[O:30])=[CH:10][CH:9]=2)[CH:3]=[CH:4][CH:5]=[CH:6][CH:7]=1. The yield is 0.870.